Dataset: Full USPTO retrosynthesis dataset with 1.9M reactions from patents (1976-2016). Task: Predict the reactants needed to synthesize the given product. (1) Given the product [F:10][C:8]1[CH:9]=[CH:4][C:5]2[S:11](=[O:13])(=[O:12])[NH:14][CH2:15][CH2:16][O:17][C:6]=2[CH:7]=1, predict the reactants needed to synthesize it. The reactants are: [H-].[Na+].F[C:4]1[CH:9]=[C:8]([F:10])[CH:7]=[CH:6][C:5]=1[S:11]([NH:14][CH2:15][CH2:16][OH:17])(=[O:13])=[O:12]. (2) Given the product [CH3:1][O:2][C:3]([C:5]1[N:6]([CH2:11][C:12]2[CH:16]=[C:15]([C:17]3[S:18][C:19]([Cl:22])=[CH:20][CH:21]=3)[O:14][N:13]=2)[CH:7]=[N:8][CH:9]=1)=[O:4], predict the reactants needed to synthesize it. The reactants are: [CH3:1][O:2][C:3]([C:5]1[NH:6][CH:7]=[N:8][CH:9]=1)=[O:4].Br[CH2:11][C:12]1[CH:16]=[C:15]([C:17]2[S:18][C:19]([Cl:22])=[CH:20][CH:21]=2)[O:14][N:13]=1.O.